From a dataset of Forward reaction prediction with 1.9M reactions from USPTO patents (1976-2016). Predict the product of the given reaction. (1) Given the reactants Br[C:2]1[C:11]2[O:10][CH:9]([CH3:12])[CH2:8][N:7]([C:13]([O:15][C:16]([CH3:19])([CH3:18])[CH3:17])=[O:14])[CH2:6][C:5]=2[S:4][CH:3]=1.[F:20][C:21]1[CH:26]=[CH:25][CH:24]=[CH:23][C:22]=1B(O)O.C(=O)([O-])[O-].[K+].[K+].O, predict the reaction product. The product is: [F:20][C:21]1[CH:26]=[CH:25][CH:24]=[CH:23][C:22]=1[C:2]1[C:11]2[O:10][CH:9]([CH3:12])[CH2:8][N:7]([C:13]([O:15][C:16]([CH3:19])([CH3:18])[CH3:17])=[O:14])[CH2:6][C:5]=2[S:4][CH:3]=1. (2) Given the reactants I[C:2]1[NH:6][C:5]([C@@H:7]2[CH2:11][C@H:10]([CH3:12])[CH2:9][N:8]2[C:13]([C@@H:15]([N:19]([CH3:24])[C:20](=[O:23])[O:21][CH3:22])[CH:16]([CH3:18])[CH3:17])=[O:14])=[N:4][CH:3]=1.[C:25]([C:27]1[CH:32]=[CH:31][C:30]([C:33]#[CH:34])=[CH:29][CH:28]=1)#[CH:26], predict the reaction product. The product is: [CH3:22][O:21][C:20]([N:19]([CH3:24])[C@@H:15]([CH:16]([CH3:18])[CH3:17])[C:13]([N:8]1[CH2:9][C@@H:10]([CH3:12])[CH2:11][C@H:7]1[C:5]1[NH:4][CH:3]=[C:2]([C:26]#[C:25][C:27]2[CH:32]=[CH:31][C:30]([C:33]#[C:34][C:2]3[N:6]=[C:5]([C@@H:7]4[CH2:11][C@H:10]([CH3:12])[CH2:9][N:8]4[C:13]([C@@H:15]([N:19]([CH3:24])[C:20](=[O:23])[O:21][CH3:22])[CH:16]([CH3:17])[CH3:18])=[O:14])[NH:4][CH:3]=3)=[CH:29][CH:28]=2)[N:6]=1)=[O:14])=[O:23]. (3) Given the reactants [C:1]([O:5][C:6]([N:8]1[CH2:28][CH2:27][C:11]2[N:12]([S:22]([CH2:25][CH3:26])(=[O:24])=[O:23])[C:13]3[CH:14]=[CH:15][C:16]([C:19]([OH:21])=O)=[CH:17][C:18]=3[C:10]=2[CH2:9]1)=[O:7])([CH3:4])([CH3:3])[CH3:2].[NH:29]1[CH2:34][CH2:33][CH:32]([CH2:35][OH:36])[CH2:31][CH2:30]1, predict the reaction product. The product is: [CH2:25]([S:22]([N:12]1[C:13]2[CH:14]=[CH:15][C:16]([C:19]([N:29]3[CH2:34][CH2:33][CH:32]([CH2:35][OH:36])[CH2:31][CH2:30]3)=[O:21])=[CH:17][C:18]=2[C:10]2[CH2:9][N:8]([C:6]([O:5][C:1]([CH3:2])([CH3:4])[CH3:3])=[O:7])[CH2:28][CH2:27][C:11]1=2)(=[O:24])=[O:23])[CH3:26]. (4) Given the reactants C1(P(C2CCCCC2)C2C=CC=CC=2C2C=CC=CC=2N(C)C)CCCCC1.CC(C)([O-])C.[Na+].[NH:35]1[CH2:41][CH2:40][CH2:39][CH2:38][CH2:37][CH2:36]1.Br[C:43]1[CH:48]=[C:47]([CH3:49])[C:46]([NH:50][C:51](=[O:58])[CH2:52][CH:53]2[CH2:57][CH2:56][CH2:55][CH2:54]2)=[C:45]([CH3:59])[CH:44]=1, predict the reaction product. The product is: [N:35]1([C:43]2[CH:48]=[C:47]([CH3:49])[C:46]([NH:50][C:51](=[O:58])[CH2:52][CH:53]3[CH2:57][CH2:56][CH2:55][CH2:54]3)=[C:45]([CH3:59])[CH:44]=2)[CH2:41][CH2:40][CH2:39][CH2:38][CH2:37][CH2:36]1. (5) Given the reactants Br[C:2]1[CH:3]=[C:4]([C:9]([C:11]2[C:16]([CH:17]([CH3:19])[CH3:18])=[C:15]([O:20][CH3:21])[N:14]=[C:13]([O:22][CH3:23])[N:12]=2)=[O:10])[CH:5]=[C:6]([CH3:8])[CH:7]=1.C([O-])(=O)C.[Na+].[C:29](#[N:32])[CH:30]=[CH2:31].CCOCC, predict the reaction product. The product is: [CH:17]([C:16]1[C:11]([C:9]([C:4]2[CH:3]=[C:2]([CH:31]=[CH:30][C:29]#[N:32])[CH:7]=[C:6]([CH3:8])[CH:5]=2)=[O:10])=[N:12][C:13]([O:22][CH3:23])=[N:14][C:15]=1[O:20][CH3:21])([CH3:19])[CH3:18]. (6) Given the reactants C(N(CC)C(Cl)=O)C.[CH2:9]([N:11]([C:14]([N:16]=[C:17]=[S:18])=[O:15])[CH2:12][CH3:13])[CH3:10].[CH3:19][O:20][C:21]1[CH:22]=[C:23]2[C:28](=[CH:29][C:30]=1[O:31][CH3:32])[N:27]=[CH:26][CH:25]=[C:24]2[O:33][C:34]1[CH:40]=[CH:39][C:37]([NH2:38])=[CH:36][CH:35]=1.C1(C)C=CC=CC=1, predict the reaction product. The product is: [CH2:9]([N:11]([C:14]([N:16]=[C:17]=[S:18])=[O:15])[CH2:12][CH3:13])[CH3:10].[CH3:19][O:20][C:21]1[CH:22]=[C:23]2[C:28](=[CH:29][C:30]=1[O:31][CH3:32])[N:27]=[CH:26][CH:25]=[C:24]2[O:33][C:34]1[CH:35]=[CH:36][C:37]([NH:38][C:17]([NH:16][C:14]([N:11]([CH2:12][CH3:13])[CH2:9][CH3:10])=[O:15])=[S:18])=[CH:39][CH:40]=1. (7) Given the reactants C1(P(C2C=CC=CC=2)C2C=CC=CC=2)C=CC=CC=1.N1C=CN=C1.[I:25]I.[Si:27]([O:34][C:35]1[CH:42]=[CH:41][C:38]([CH2:39]O)=[CH:37][CH:36]=1)([C:30]([CH3:33])([CH3:32])[CH3:31])([CH3:29])[CH3:28], predict the reaction product. The product is: [C:30]([Si:27]([O:34][C:35]1[CH:42]=[CH:41][C:38]([CH2:39][I:25])=[CH:37][CH:36]=1)([CH3:29])[CH3:28])([CH3:33])([CH3:32])[CH3:31].